From a dataset of Forward reaction prediction with 1.9M reactions from USPTO patents (1976-2016). Predict the product of the given reaction. (1) Given the reactants [CH3:1][S:2][C:3]1[CH:4]=[C:5]([CH2:9]O)[CH:6]=[CH:7][CH:8]=1.S(Cl)([Cl:13])=O, predict the reaction product. The product is: [Cl:13][CH2:9][C:5]1[CH:6]=[CH:7][CH:8]=[C:3]([S:2][CH3:1])[CH:4]=1. (2) Given the reactants [CH:1]1([OH:6])[CH2:5][CH2:4][CH2:3][CH2:2]1.[H-].[Na+].Br[CH2:10][C:11]([O:13][CH2:14][CH3:15])=[O:12], predict the reaction product. The product is: [CH:1]1([O:6][CH2:10][C:11]([O:13][CH2:14][CH3:15])=[O:12])[CH2:5][CH2:4][CH2:3][CH2:2]1. (3) The product is: [Cl:1][C:2]1[CH:9]=[C:8]([CH:7]=[CH:6][C:3]=1[C:4]#[N:5])[O:10][CH2:11][C:12]1[S:16][C:15]([C:17]2[CH:22]=[CH:21][C:20]([C:23]([F:25])([F:24])[F:26])=[CH:19][CH:18]=2)=[N:14][C:13]=1[CH2:27][O:28][S:30]([CH3:29])(=[O:32])=[O:31]. Given the reactants [Cl:1][C:2]1[CH:9]=[C:8]([O:10][CH2:11][C:12]2[S:16][C:15]([C:17]3[CH:22]=[CH:21][C:20]([C:23]([F:26])([F:25])[F:24])=[CH:19][CH:18]=3)=[N:14][C:13]=2[CH2:27][OH:28])[CH:7]=[CH:6][C:3]=1[C:4]#[N:5].[CH3:29][S:30](Cl)(=[O:32])=[O:31].C(N(CC)CC)C, predict the reaction product. (4) Given the reactants [CH3:1][C:2]1[CH:6]=[C:5]([CH3:7])[NH:4][N:3]=1.[Cl:8][S:9](O)(=[O:11])=[O:10].S(Cl)(Cl)=O.ClCCl, predict the reaction product. The product is: [CH3:1][C:2]1[C:6]([S:9]([Cl:8])(=[O:11])=[O:10])=[C:5]([CH3:7])[NH:4][N:3]=1. (5) Given the reactants Cl[C:2]1[CH:11]=[C:10]([C:12]([OH:14])=[O:13])[C:9]2[C:4](=[CH:5][CH:6]=[CH:7][CH:8]=2)[N:3]=1.[CH3:15][O:16][C:17]([C:19]1[CH:24]=[CH:23][C:22](B(O)O)=[CH:21][CH:20]=1)=[O:18].C([O-])([O-])=O.[K+].[K+], predict the reaction product. The product is: [CH3:15][O:16][C:17]([C:19]1[CH:24]=[CH:23][C:22]([C:2]2[CH:11]=[C:10]([C:12]([OH:14])=[O:13])[C:9]3[C:4](=[CH:5][CH:6]=[CH:7][CH:8]=3)[N:3]=2)=[CH:21][CH:20]=1)=[O:18].